This data is from Catalyst prediction with 721,799 reactions and 888 catalyst types from USPTO. The task is: Predict which catalyst facilitates the given reaction. (1) Reactant: [H-].[Na+].[S:3]1[CH2:7][C:6](=[O:8])[NH:5][C:4]1=[O:9].[CH2:10](I)[CH3:11]. Product: [CH2:10]([N:5]1[C:6](=[O:8])[CH2:7][S:3][C:4]1=[O:9])[CH3:11]. The catalyst class is: 18. (2) Reactant: [CH3:1][N:2]1[C:6]([NH:7][C:8]2[NH:13][C:12](=O)[CH:11]=[CH:10][N:9]=2)=[CH:5][CH:4]=[N:3]1.O=P(Cl)(Cl)[Cl:17]. Product: [Cl:17][C:12]1[CH:11]=[CH:10][N:9]=[C:8]([NH:7][C:6]2[N:2]([CH3:1])[N:3]=[CH:4][CH:5]=2)[N:13]=1. The catalyst class is: 23.